This data is from Catalyst prediction with 721,799 reactions and 888 catalyst types from USPTO. The task is: Predict which catalyst facilitates the given reaction. (1) Reactant: [Br:1][C:2]1[CH:3]=[C:4]([C:15]([O:17]CC)=[O:16])[C:5]2[CH:6]=[CH:7][N:8]([CH:11]3[CH2:14][CH2:13][CH2:12]3)[C:9]=2[CH:10]=1.[OH-].[Na+]. Product: [Br:1][C:2]1[CH:3]=[C:4]([C:15]([OH:17])=[O:16])[C:5]2[CH:6]=[CH:7][N:8]([CH:11]3[CH2:12][CH2:13][CH2:14]3)[C:9]=2[CH:10]=1. The catalyst class is: 92. (2) Reactant: [F:1][C:2]([F:23])([F:22])[C:3]1[CH:4]=[C:5]([C:9]2[N:10]=[C:11]([CH:14]3[CH2:19][CH2:18][CH:17]([CH2:20][NH2:21])[CH2:16][CH2:15]3)[NH:12][CH:13]=2)[CH:6]=[CH:7][CH:8]=1.[C:24](Cl)(=[O:26])[CH3:25]. Product: [F:23][C:2]([F:1])([F:22])[C:3]1[CH:4]=[C:5]([C:9]2[N:10]=[C:11]([CH:14]3[CH2:15][CH2:16][CH:17]([CH2:20][NH:21][C:24](=[O:26])[CH3:25])[CH2:18][CH2:19]3)[NH:12][CH:13]=2)[CH:6]=[CH:7][CH:8]=1. The catalyst class is: 168. (3) Reactant: C1(N)C(F)=C(F)C(F)=C(N)C=1F.[ClH:13].Cl.[OH:15][C@H:16]([C:41]1[CH:46]=[CH:45][CH:44]=[CH:43][CH:42]=1)[CH2:17][NH:18][C:19]1[CH:24]=[CH:23][C:22]([CH2:25][CH2:26][NH:27][CH2:28][C@H:29]([OH:40])[C:30]2[CH:35]=[CH:34][C:33]([OH:36])=[C:32]([NH:37][CH:38]=[O:39])[CH:31]=2)=[CH:21][CH:20]=1.[OH-].[Na+].Cl. Product: [ClH:13].[OH:15][C@H:16]([C:41]1[CH:42]=[CH:43][CH:44]=[CH:45][CH:46]=1)[CH2:17][NH:18][C:19]1[CH:24]=[CH:23][C:22]([CH2:25][CH2:26][NH:27][CH2:28][C@H:29]([OH:40])[C:30]2[CH:35]=[CH:34][C:33]([OH:36])=[C:32]([NH:37][CH:38]=[O:39])[CH:31]=2)=[CH:21][CH:20]=1.[OH:15][C@H:16]([C:41]1[CH:42]=[CH:43][CH:44]=[CH:45][CH:46]=1)[CH2:17][NH:18][C:19]1[CH:24]=[CH:23][C:22]([CH2:25][CH2:26][NH:27][CH2:28][C@H:29]([OH:40])[C:30]2[CH:35]=[CH:34][C:33]([OH:36])=[C:32]([NH:37][CH:38]=[O:39])[CH:31]=2)=[CH:21][CH:20]=1. The catalyst class is: 6. (4) Reactant: [Cl-].[CH3:2][C:3]1[SH+:4][CH:5]=[CH:6][CH:7]=[CH:8][CH:9]=[CH:10][CH:11]=1.[I-:12].[K+]. Product: [I-:12].[CH3:2][C:3]1[SH+:4][CH:5]=[CH:6][CH:7]=[CH:8][CH:9]=[CH:10][CH:11]=1. The catalyst class is: 6. (5) Reactant: Cl[C:2]1[C:7]([N+:8]([O-:10])=[O:9])=[CH:6][CH:5]=[C:4]([Cl:11])[N:3]=1.C(N(CC)CC)C.[NH:19]1[CH2:24][CH2:23][O:22][CH2:21][CH2:20]1. Product: [Cl:11][C:4]1[N:3]=[C:2]([N:19]2[CH2:24][CH2:23][O:22][CH2:21][CH2:20]2)[C:7]([N+:8]([O-:10])=[O:9])=[CH:6][CH:5]=1. The catalyst class is: 2.